This data is from Reaction yield outcomes from USPTO patents with 853,638 reactions. The task is: Predict the reaction yield, written as a fraction of the theoretical maximum amount of product (1.0 means a 100% yield; for example, 0.34 means a 34% yield). (1) The reactants are [O:1]([C:8]1[CH:9]=[C:10]([NH:14][CH2:15][C:16]2[CH:21]=[CH:20][CH:19]=[C:18]([O:22][CH2:23][C:24]([F:27])([F:26])[F:25])[CH:17]=2)[CH:11]=[CH:12][CH:13]=1)[C:2]1[CH:7]=[CH:6][CH:5]=[CH:4][CH:3]=1.[F:28][C:29]([F:34])([F:33])[CH:30]1[O:32][CH2:31]1. No catalyst specified. The product is [O:1]([C:8]1[CH:9]=[C:10]([N:14]([CH2:15][C:16]2[CH:21]=[CH:20][CH:19]=[C:18]([O:22][CH2:23][C:24]([F:25])([F:26])[F:27])[CH:17]=2)[CH2:31][CH:30]([OH:32])[C:29]([F:34])([F:33])[F:28])[CH:11]=[CH:12][CH:13]=1)[C:2]1[CH:7]=[CH:6][CH:5]=[CH:4][CH:3]=1. The yield is 0.210. (2) The reactants are Br[C:2]1[CH:11]=[C:10]2[C:5]([CH:6]=[C:7]([NH2:12])[N:8]=[CH:9]2)=[CH:4][CH:3]=1.[CH3:13][C:14]1[CH:19]=[CH:18][N:17]=[CH:16][C:15]=1B(O)O.C(=O)([O-])[O-].[Cs+].[Cs+].COCCOC.O. The catalyst is ClCCl.CC(P(C(C)(C)C)C1C=CC(N(C)C)=CC=1)(C)C.CC(P(C(C)(C)C)C1C=CC(N(C)C)=CC=1)(C)C.Cl[Pd]Cl. The product is [CH3:13][C:14]1[CH:19]=[CH:18][N:17]=[CH:16][C:15]=1[C:2]1[CH:11]=[C:10]2[C:5]([CH:6]=[C:7]([NH2:12])[N:8]=[CH:9]2)=[CH:4][CH:3]=1. The yield is 0.420. (3) The catalyst is C(Cl)Cl. The reactants are [CH3:1][O:2][C:3]1[CH:4]=[C:5]2[C:10](=[CH:11][C:12]=1[O:13][CH3:14])[N:9]=[CH:8][CH:7]=[C:6]2[O:15][C:16]1[CH:22]=[CH:21][C:19]([NH2:20])=[C:18]([CH3:23])[C:17]=1[CH3:24].C1(C)C=CC=CC=1.C(N(CC)CC)C.Cl[C:40](Cl)([O:42]C(=O)OC(Cl)(Cl)Cl)Cl.[CH3:51][CH:52]([CH3:61])[CH:53]([C:55]1[CH:60]=[CH:59][CH:58]=[CH:57][CH:56]=1)[OH:54]. The yield is 0.520. The product is [CH3:1][O:2][C:3]1[CH:4]=[C:5]2[C:10](=[CH:11][C:12]=1[O:13][CH3:14])[N:9]=[CH:8][CH:7]=[C:6]2[O:15][C:16]1[CH:22]=[CH:21][C:19]([NH:20][C:40](=[O:42])[O:54][CH:53]([C:55]2[CH:60]=[CH:59][CH:58]=[CH:57][CH:56]=2)[CH:52]([CH3:61])[CH3:51])=[C:18]([CH3:23])[C:17]=1[CH3:24].